This data is from Catalyst prediction with 721,799 reactions and 888 catalyst types from USPTO. The task is: Predict which catalyst facilitates the given reaction. (1) Reactant: N[C:2]1[CH:3]=[CH:4][C:5]2[S:9][N:8]=[CH:7][C:6]=2[CH:10]=1.S(=O)(=O)(O)[OH:12].N([O-])=O.[Na+]. Product: [S:9]1[C:5]2[CH:4]=[CH:3][C:2]([OH:12])=[CH:10][C:6]=2[CH:7]=[N:8]1. The catalyst class is: 6. (2) Reactant: [NH2:1][C:2]1[N:11]=[C:10](O)[C:9]2[C:4](=[N:5][CH:6]=[C:7]([C:13]3[CH:18]=[CH:17][C:16]([O:19][CH:20]([CH3:22])[CH3:21])=[C:15]([O:23][CH3:24])[CH:14]=3)[N:8]=2)[N:3]=1.[CH3:25][C:26]1[CH:31]=[CH:30][C:29]([N:32]2[CH2:37][CH2:36][NH:35][CH2:34][CH2:33]2)=[CH:28][CH:27]=1.O.C1(C)C=CC(S(O)(=O)=O)=CC=1.S([O-])([O-])(=O)=O.[NH4+].[NH4+].C[Si](C)(C)N[Si](C)(C)C. Product: [NH2:1][C:2]1[N:11]=[C:10]([N:35]2[CH2:36][CH2:37][N:32]([C:29]3[CH:30]=[CH:31][C:26]([CH3:25])=[CH:27][CH:28]=3)[CH2:33][CH2:34]2)[C:9]2[C:4](=[N:5][CH:6]=[C:7]([C:13]3[CH:18]=[CH:17][C:16]([O:19][CH:20]([CH3:22])[CH3:21])=[C:15]([O:23][CH3:24])[CH:14]=3)[N:8]=2)[N:3]=1. The catalyst class is: 11. (3) Reactant: [NH2:1][CH:2]([C:6]#[N:7])[C:3]([NH2:5])=[O:4].C[O-].[Na+].[C:11]([OH:14])(=O)C.[CH:15]([CH:17]=O)=O. The catalyst class is: 5. Product: [CH3:11][O:14][C:6]1[C:2]([C:3]([NH2:5])=[O:4])=[N:1][CH:15]=[CH:17][N:7]=1. (4) Reactant: [NH2:1][C:2]1[C:3]([C:12]([NH:14][C@H:15]([C:29]([O:31][CH3:32])=[O:30])[C@H:16]([O:21][CH2:22][C:23]2[CH:28]=[CH:27][CH:26]=[CH:25][CH:24]=2)[CH2:17][CH:18]([CH3:20])[CH3:19])=[O:13])=[CH:4][C:5]2[C:10]([CH:11]=1)=[CH:9][CH:8]=[CH:7][CH:6]=2.NC1C(C(N[C@@H](C(OC)=O)C(C)C)=O)=CC2C(C=1)=CC=CC=2.[CH3:55][C:56]1[CH:61]=[C:60]([CH3:62])[CH:59]=[C:58]([CH3:63])[C:57]=1[N:64]=[C:65]=[O:66].CC1C=C(C)C=C(C)C=1NC(NC1C(C(N[C@@H](C(OC)=O)C(C)C)=O)=CC2C(C=1)=CC=CC=2)=O. Product: [CH3:19][CH:18]([CH3:20])[CH2:17][C@@H:16]([O:21][CH2:22][C:23]1[CH:28]=[CH:27][CH:26]=[CH:25][CH:24]=1)[C@@H:15]([C:29]([O:31][CH3:32])=[O:30])[NH:14][C:12]([C:3]1[C:2]([NH:1][C:65]([NH:64][C:57]2[C:56]([CH3:55])=[CH:61][C:60]([CH3:62])=[CH:59][C:58]=2[CH3:63])=[O:66])=[CH:11][C:10]2[C:5](=[CH:6][CH:7]=[CH:8][CH:9]=2)[CH:4]=1)=[O:13]. The catalyst class is: 858. (5) Product: [F:18][C:19]1[CH:26]=[CH:25][C:22]([CH2:23][N:1]2[CH2:6][CH2:5][CH:4]([NH:7][C:8]3[N:9]=[N:10][C:11]([C:14]([F:17])([F:16])[F:15])=[CH:12][CH:13]=3)[CH2:3][CH2:2]2)=[CH:21][CH:20]=1. Reactant: [NH:1]1[CH2:6][CH2:5][CH:4]([NH:7][C:8]2[N:9]=[N:10][C:11]([C:14]([F:17])([F:16])[F:15])=[CH:12][CH:13]=2)[CH2:3][CH2:2]1.[F:18][C:19]1[CH:26]=[CH:25][C:22]([CH:23]=O)=[CH:21][CH:20]=1.C(N(C(C)C)CC)(C)C.C(O[BH-](OC(=O)C)OC(=O)C)(=O)C. The catalyst class is: 68.